From a dataset of Catalyst prediction with 721,799 reactions and 888 catalyst types from USPTO. Predict which catalyst facilitates the given reaction. (1) Reactant: [F:1][C:2]1[CH:3]=[C:4]([NH:14][C:15]([C:17]2[C:18]([C:23]3[CH:28]=[CH:27][CH:26]=[CH:25][CH:24]=3)=[CH:19][CH:20]=[CH:21][CH:22]=2)=[O:16])[CH:5]=[CH:6][C:7]=1[N:8]1[CH2:13][CH2:12][NH:11][CH2:10][CH2:9]1.Br[CH:30]([C:38]1[CH:43]=[CH:42][CH:41]=[CH:40][CH:39]=1)[C:31]([N:33]([CH2:36][CH3:37])[CH2:34][CH3:35])=[O:32].C([O-])([O-])=O.[Na+].[Na+]. Product: [NH3:8].[CH2:36]([N:33]([CH2:34][CH3:35])[C:31]([CH:30]([C:38]1[CH:43]=[CH:42][CH:41]=[CH:40][CH:39]=1)[N:11]1[CH2:12][CH2:13][N:8]([C:7]2[CH:6]=[CH:5][C:4]([NH:14][C:15]([C:17]3[C:18]([C:23]4[CH:28]=[CH:27][CH:26]=[CH:25][CH:24]=4)=[CH:19][CH:20]=[CH:21][CH:22]=3)=[O:16])=[CH:3][C:2]=2[F:1])[CH2:9][CH2:10]1)=[O:32])[CH3:37]. The catalyst class is: 31. (2) Reactant: C([SiH](CC)CC)C.[Br:8][C:9]1[CH:17]=[C:16]2[C:12]([C:13]([CH3:20])([CH3:19])[CH2:14][C:15]2=O)=[C:11]([F:21])[CH:10]=1. Product: [Br:8][C:9]1[CH:17]=[C:16]2[C:12](=[C:11]([F:21])[CH:10]=1)[C:13]([CH3:20])([CH3:19])[CH2:14][CH2:15]2. The catalyst class is: 67. (3) Reactant: C([O:3][C:4](=[O:38])[C:5]([CH3:37])([C:30]1[CH:35]=[CH:34][C:33]([CH3:36])=[CH:32][CH:31]=1)[CH2:6][CH2:7][CH2:8][CH2:9][C:10](=[O:29])[CH2:11][CH2:12][CH2:13][CH2:14][C:15]([CH3:28])([C:21]1[CH:26]=[CH:25][C:24]([CH3:27])=[CH:23][CH:22]=1)[C:16]([O:18]CC)=[O:17])C.[OH-].[K+]. Product: [CH3:28][C:15]([C:21]1[CH:26]=[CH:25][C:24]([CH3:27])=[CH:23][CH:22]=1)([CH2:14][CH2:13][CH2:12][CH2:11][C:10](=[O:29])[CH2:9][CH2:8][CH2:7][CH2:6][C:5]([CH3:37])([C:30]1[CH:31]=[CH:32][C:33]([CH3:36])=[CH:34][CH:35]=1)[C:4]([OH:38])=[O:3])[C:16]([OH:18])=[O:17]. The catalyst class is: 97. (4) Reactant: [C:1]([O:5][C:6]([N:8]1[CH2:13][CH2:12][CH:11]([NH:14]CC2C=CC=CC=2)[C:10]([F:23])([F:22])[CH2:9]1)=[O:7])([CH3:4])([CH3:3])[CH3:2]. Product: [C:1]([O:5][C:6]([N:8]1[CH2:13][CH2:12][CH:11]([NH2:14])[C:10]([F:23])([F:22])[CH2:9]1)=[O:7])([CH3:4])([CH3:2])[CH3:3]. The catalyst class is: 19. (5) Reactant: O.F[C:3]([O:13][CH3:14])=[C:4]([C:9]([F:12])(F)F)[C:5]([F:8])([F:7])[F:6].Cl.[F:16][C:17]1[CH:18]=[CH:19][C:20]2[N:21]([C:23]([C:26](=[NH:28])[NH2:27])=[CH:24][N:25]=2)[CH:22]=1.[OH-].[Na+]. Product: [F:16][C:17]1[CH:18]=[CH:19][C:20]2[N:21]([C:23]([C:26]3[N:28]=[C:9]([F:12])[C:4]([C:5]([F:6])([F:7])[F:8])=[C:3]([O:13][CH3:14])[N:27]=3)=[CH:24][N:25]=2)[CH:22]=1. The catalyst class is: 2. (6) Reactant: C([Li])CCC.[C:6]([N:25]1[CH:29]=[CH:28][N:27]=[CH:26]1)([C:19]1[CH:24]=[CH:23][CH:22]=[CH:21][CH:20]=1)([C:13]1[CH:18]=[CH:17][CH:16]=[CH:15][CH:14]=1)[C:7]1[CH:12]=[CH:11][CH:10]=[CH:9][CH:8]=1.[CH2:30]([O:37][CH2:38][C@H:39]1[CH2:41][O:40]1)[C:31]1[CH:36]=[CH:35][CH:34]=[CH:33][CH:32]=1.O. Product: [CH2:30]([O:37][CH2:38][C@H:39]([OH:40])[CH2:41][C:26]1[N:25]([C:6]([C:13]2[CH:18]=[CH:17][CH:16]=[CH:15][CH:14]=2)([C:19]2[CH:20]=[CH:21][CH:22]=[CH:23][CH:24]=2)[C:7]2[CH:12]=[CH:11][CH:10]=[CH:9][CH:8]=2)[CH:29]=[CH:28][N:27]=1)[C:31]1[CH:36]=[CH:35][CH:34]=[CH:33][CH:32]=1. The catalyst class is: 1. (7) Reactant: [Cl:1][C:2]1[C:7]([C:8](Cl)=[O:9])=[CH:6][N:5]=[C:4]([Cl:11])[CH:3]=1.Cl.[CH3:13][CH:14]1[CH2:18][CH2:17][CH:16]([CH3:19])[NH:15]1.C(N(CC)CC)C. Product: [Cl:1][C:2]1[CH:3]=[C:4]([Cl:11])[N:5]=[CH:6][C:7]=1[C:8]([N:15]1[CH:16]([CH3:19])[CH2:17][CH2:18][CH:14]1[CH3:13])=[O:9]. The catalyst class is: 4.